From a dataset of Forward reaction prediction with 1.9M reactions from USPTO patents (1976-2016). Predict the product of the given reaction. (1) Given the reactants [F:1][C:2]([F:18])([C:11]([F:17])([F:16])[C:12]([F:15])([F:14])[F:13])[CH2:3][CH2:4][S:5]([CH2:8][C:9]#[N:10])(=[O:7])=[O:6].[F:19][C:20]([S:23][CH2:24][CH2:25]OS(C(F)(F)F)(=O)=O)([F:22])[F:21], predict the reaction product. The product is: [F:18][C:2]([F:1])([C:11]([F:16])([F:17])[C:12]([F:15])([F:14])[F:13])[CH2:3][CH2:4][S:5]([CH:8]([CH2:25][CH2:24][S:23][C:20]([F:22])([F:21])[F:19])[C:9]#[N:10])(=[O:6])=[O:7]. (2) Given the reactants [F:1][C:2]1[CH:3]=[C:4]([CH:7]=[C:8]([F:10])[CH:9]=1)[CH:5]=[O:6].[CH2:11](O)[CH2:12][OH:13], predict the reaction product. The product is: [F:1][C:2]1[CH:3]=[C:4]([CH:5]2[O:13][CH2:12][CH2:11][O:6]2)[CH:7]=[C:8]([F:10])[CH:9]=1. (3) Given the reactants C(N(CC)CC)C.Cl.[CH3:9][N:10]1[CH2:15][CH2:14][N:13]([C:16]2[CH:21]=[C:20]([C:22]3[CH:31]=[C:30]4[C:25]([CH2:26][CH2:27][NH:28][CH2:29]4)=[CH:24][CH:23]=3)[N:19]=[C:18]([NH2:32])[N:17]=2)[CH2:12][CH2:11]1.[C:33]([O:37][C:38]([N:40]1[CH2:44][CH2:43][CH:42]([CH2:45][C:46](O)=[O:47])[CH2:41]1)=[O:39])([CH3:36])([CH3:35])[CH3:34].F[P-](F)(F)(F)(F)F.N1(O[P+](N(C)C)(N(C)C)N(C)C)C2C=CC=CC=2N=N1, predict the reaction product. The product is: [NH2:32][C:18]1[N:19]=[C:20]([C:22]2[CH:31]=[C:30]3[C:25]([CH2:26][CH2:27][N:28]([C:46](=[O:47])[CH2:45][CH:42]4[CH2:43][CH2:44][N:40]([C:38]([O:37][C:33]([CH3:35])([CH3:34])[CH3:36])=[O:39])[CH2:41]4)[CH2:29]3)=[CH:24][CH:23]=2)[CH:21]=[C:16]([N:13]2[CH2:12][CH2:11][N:10]([CH3:9])[CH2:15][CH2:14]2)[N:17]=1. (4) The product is: [SH:1][CH2:2][CH2:3][O:4][CH2:5][CH2:6][S:7][CH2:11][CH2:12][OH:13]. Given the reactants [SH:1][CH2:2][CH2:3][O:4][CH2:5][CH2:6][SH:7].[OH-].[Na+].Cl[CH2:11][CH2:12][OH:13], predict the reaction product. (5) Given the reactants [CH3:1][C:2]1[NH:3][C:4]2[C:10]([CH3:11])=[C:9]([N+:12]([O-])=O)[CH:8]=[CH:7][C:5]=2[N:6]=1, predict the reaction product. The product is: [NH2:12][C:9]1[CH:8]=[CH:7][C:5]2[N:6]=[C:2]([CH3:1])[NH:3][C:4]=2[C:10]=1[CH3:11]. (6) Given the reactants [Cl:1][C:2]1[CH:3]=[C:4]([C:8](=[O:27])[CH:9]([CH2:15][C:16]2[CH:21]=[CH:20][C:19]([CH2:22][C:23]([CH3:26])([CH3:25])[CH3:24])=[CH:18][CH:17]=2)[C:10]([O:12][CH2:13][CH3:14])=[O:11])[CH:5]=[CH:6][CH:7]=1.Cl, predict the reaction product. The product is: [Cl:1][C:2]1[CH:3]=[C:4]([CH:8]([OH:27])[CH:9]([CH2:15][C:16]2[CH:17]=[CH:18][C:19]([CH2:22][C:23]([CH3:26])([CH3:25])[CH3:24])=[CH:20][CH:21]=2)[C:10]([O:12][CH2:13][CH3:14])=[O:11])[CH:5]=[CH:6][CH:7]=1. (7) Given the reactants [NH:1]1[CH2:6][CH2:5][O:4][CH2:3][CH2:2]1.Br[C:8]1[CH:13]=[CH:12][C:11]([N+:14]([O-:16])=[O:15])=[CH:10][C:9]=1[OH:17].C(N(CC)CC)C, predict the reaction product. The product is: [O:4]1[CH2:5][CH2:6][N:1]([C:8]2[CH:13]=[CH:12][C:11]([N+:14]([O-:16])=[O:15])=[CH:10][C:9]=2[OH:17])[CH2:2][CH2:3]1. (8) Given the reactants [C:1]([O:5][C:6]([N:8]1[C@@H:12]([C:13]2[CH:18]=[CH:17][CH:16]=[CH:15][CH:14]=2)[CH2:11][CH2:10][C@H:9]1[C:19](O)=[O:20])=[O:7])([CH3:4])([CH3:3])[CH3:2].CCN(C(C)C)C(C)C.CN(C(ON1N=NC2C=CC=NC1=2)=[N+](C)C)C.F[P-](F)(F)(F)(F)F.[NH2:55][C:56]1[S:57][CH:58]=[C:59]([C:61]2[CH:72]=[CH:71][C:64]([C:65]([NH:67][CH:68]3[CH2:70][CH2:69]3)=[O:66])=[CH:63][CH:62]=2)[N:60]=1, predict the reaction product. The product is: [C:1]([O:5][C:6]([N:8]1[C@@H:12]([C:13]2[CH:14]=[CH:15][CH:16]=[CH:17][CH:18]=2)[CH2:11][CH2:10][C@H:9]1[C:19](=[O:20])[NH:55][C:56]1[S:57][CH:58]=[C:59]([C:61]2[CH:62]=[CH:63][C:64]([C:65](=[O:66])[NH:67][CH:68]3[CH2:69][CH2:70]3)=[CH:71][CH:72]=2)[N:60]=1)=[O:7])([CH3:4])([CH3:3])[CH3:2].